This data is from Forward reaction prediction with 1.9M reactions from USPTO patents (1976-2016). The task is: Predict the product of the given reaction. (1) Given the reactants [C:1]1([CH:7]([C:11]2[CH:16]=[CH:15][CH:14]=[CH:13][CH:12]=2)[C:8](Cl)=[O:9])[CH:6]=[CH:5][CH:4]=[CH:3][CH:2]=1.[NH2:17][CH2:18][CH2:19][CH2:20][N:21]1[CH2:26][CH2:25][CH:24]([C:27]2[CH:28]=[C:29]([NH:35][C:36](=[O:40])[CH2:37][CH2:38][CH3:39])[CH:30]=[CH:31][C:32]=2[O:33][CH3:34])[CH2:23][CH2:22]1, predict the reaction product. The product is: [C:1]1([CH:7]([C:11]2[CH:16]=[CH:15][CH:14]=[CH:13][CH:12]=2)[C:8]([NH:17][CH2:18][CH2:19][CH2:20][N:21]2[CH2:26][CH2:25][CH:24]([C:27]3[CH:28]=[C:29]([NH:35][C:36](=[O:40])[CH2:37][CH2:38][CH3:39])[CH:30]=[CH:31][C:32]=3[O:33][CH3:34])[CH2:23][CH2:22]2)=[O:9])[CH:6]=[CH:5][CH:4]=[CH:3][CH:2]=1. (2) Given the reactants [F:1][C:2]1[CH:7]=[CH:6][C:5]([N:8]2[C:16]3[C:11](=[CH:12][C:13]([CH:17]([C:19]4[CH:24]=[CH:23][CH:22]=[CH:21][CH:20]=4)O)=[CH:14][CH:15]=3)[CH:10]=[N:9]2)=[CH:4][CH:3]=1.[CH3:25][O:26][C:27]([O:30][Si](C)(C)C)=[CH:28][CH3:29], predict the reaction product. The product is: [F:1][C:2]1[CH:7]=[CH:6][C:5]([N:8]2[C:16]3[C:11](=[CH:12][C:13]([CH:17]([C:19]4[CH:24]=[CH:23][CH:22]=[CH:21][CH:20]=4)[CH:28]([CH3:29])[C:27]([O:26][CH3:25])=[O:30])=[CH:14][CH:15]=3)[CH:10]=[N:9]2)=[CH:4][CH:3]=1. (3) The product is: [OH:13][C@H:10]1[CH2:11][CH2:12][N:8]([C:6]([O:5][C:1]([CH3:2])([CH3:3])[CH3:4])=[O:7])[C@@H:9]1[C:14](=[O:16])[NH:66][CH2:65][C:61]1[CH:60]=[C:59]([C:56]2[CH:57]=[N:58][C:53]([C:52]([F:68])([F:67])[F:51])=[CH:54][CH:55]=2)[N:64]=[CH:63][N:62]=1. Given the reactants [C:1]([O:5][C:6]([N:8]1[CH2:12][CH2:11][C@H:10]([OH:13])[C@H:9]1[C:14]([OH:16])=O)=[O:7])([CH3:4])([CH3:3])[CH3:2].CN(C(ON1N=NC2C=CC=NC1=2)=[N+](C)C)C.F[P-](F)(F)(F)(F)F.CCN(C(C)C)C(C)C.Cl.[F:51][C:52]([F:68])([F:67])[C:53]1[N:58]=[CH:57][C:56]([C:59]2[N:64]=[CH:63][N:62]=[C:61]([CH2:65][NH2:66])[CH:60]=2)=[CH:55][CH:54]=1, predict the reaction product. (4) Given the reactants Br[C:2]1[N:7]=[CH:6][C:5]2[N:8]=[C:9]([C:13]3[C:14]([NH2:18])=[N:15][O:16][N:17]=3)[N:10]([CH2:11][CH3:12])[C:4]=2[CH:3]=1.C1(P(C2C=CC=CC=2)C2C=CC3C(=CC=CC=3)C=2C2C3C(=CC=CC=3)C=CC=2P(C2C=CC=CC=2)C2C=CC=CC=2)C=CC=CC=1.[SH:65][C:66]1[CH:67]=[C:68]([NH:72][C:73](=[O:75])[CH3:74])[CH:69]=[CH:70][CH:71]=1.CC(C)([O-])C.[Na+], predict the reaction product. The product is: [NH2:18][C:14]1[C:13]([C:9]2[N:10]([CH2:11][CH3:12])[C:4]3[CH:3]=[C:2]([S:65][C:66]4[CH:67]=[C:68]([NH:72][C:73](=[O:75])[CH3:74])[CH:69]=[CH:70][CH:71]=4)[N:7]=[CH:6][C:5]=3[N:8]=2)=[N:17][O:16][N:15]=1. (5) Given the reactants [CH:1]1[C:14]2[C:5](=[N:6][CH:7]=[C:8]3[C:13]=2[CH:12]=[CH:11][CH:10]=[CH:9]3)[CH:4]=[CH:3][CH:2]=1.[C:15]1([C:25](Cl)=[O:26])[C:24]2[C:19](=[CH:20][CH:21]=[CH:22][CH:23]=2)[CH:18]=[CH:17][CH:16]=1.[NH:28]1[C:36]2[C:31](=[CH:32][CH:33]=[CH:34][CH:35]=2)[CH:30]=[CH:29]1, predict the reaction product. The product is: [NH:28]1[C:36]2[C:31](=[CH:32][CH:33]=[CH:34][CH:35]=2)[C:30]([CH:7]2[C:8]3[C:13](=[CH:12][CH:11]=[CH:10][CH:9]=3)[C:14]3[CH:1]=[CH:2][CH:3]=[CH:4][C:5]=3[N:6]2[C:25]([C:15]2[C:24]3[C:19](=[CH:20][CH:21]=[CH:22][CH:23]=3)[CH:18]=[CH:17][CH:16]=2)=[O:26])=[CH:29]1. (6) Given the reactants [Cl:1][C:2]1[C:9]([CH3:10])=[C:8](I)[CH:7]=[CH:6][C:3]=1[C:4]#[N:5].[CH:12]1([C@@:15]2([OH:23])[C@H:19]([CH2:20][CH3:21])[NH:18][C:17](=[O:22])[CH2:16]2)[CH2:14][CH2:13]1.C1(P(C2C=CC=CC=2)C2C3OC4C(=CC=CC=4P(C4C=CC=CC=4)C4C=CC=CC=4)C(C)(C)C=3C=CC=2)C=CC=CC=1.C(=O)([O-])[O-].[Cs+].[Cs+], predict the reaction product. The product is: [Cl:1][C:2]1[C:9]([CH3:10])=[C:8]([N:18]2[C:17](=[O:22])[CH2:16][C@:15]([CH:12]3[CH2:14][CH2:13]3)([OH:23])[C@@H:19]2[CH2:20][CH3:21])[CH:7]=[CH:6][C:3]=1[C:4]#[N:5].